From a dataset of Full USPTO retrosynthesis dataset with 1.9M reactions from patents (1976-2016). Predict the reactants needed to synthesize the given product. (1) The reactants are: Cl.[CH:2]([N:15]1[CH2:18][CH:17]([NH:19][NH2:20])[CH2:16]1)([C:9]1[CH:14]=[CH:13][CH:12]=[CH:11][CH:10]=1)[C:3]1[CH:8]=[CH:7][CH:6]=[CH:5][CH:4]=1.[Br:21][C:22]1[CH:27]=[CH:26][C:25]([C:28]([F:31])([F:30])[F:29])=[CH:24][C:23]=1[C:32](=O)/[CH:33]=[CH:34]/N(C)C. Given the product [CH:2]([N:15]1[CH2:16][CH:17]([N:19]2[C:32]([C:23]3[CH:24]=[C:25]([C:28]([F:29])([F:30])[F:31])[CH:26]=[CH:27][C:22]=3[Br:21])=[CH:33][CH:34]=[N:20]2)[CH2:18]1)([C:9]1[CH:14]=[CH:13][CH:12]=[CH:11][CH:10]=1)[C:3]1[CH:8]=[CH:7][CH:6]=[CH:5][CH:4]=1, predict the reactants needed to synthesize it. (2) Given the product [F:1][C:2]1[CH:10]=[CH:9][CH:8]=[C:7]2[C:3]=1[CH:4]=[C:5]([C:11]([NH2:18])=[O:13])[NH:6]2, predict the reactants needed to synthesize it. The reactants are: [F:1][C:2]1[CH:10]=[CH:9][CH:8]=[C:7]2[C:3]=1[CH:4]=[C:5]([C:11]([OH:13])=O)[NH:6]2.[NH4+].[Cl-].CC[N:18]=C=NCCCN(C)C.C1C=CC2N(O)N=NC=2C=1. (3) Given the product [F:1][C:2]1[C:3]2[CH:4]=[C:5]3[C:14]4[N:15]=[C:16]([C:19]5[C:20]([N:39]([CH3:44])[S:40]([CH3:43])(=[O:42])=[O:41])=[CH:21][C:22]6[O:26][C:25]([C:27]7[CH:32]=[CH:31][C:30]([F:33])=[CH:29][CH:28]=7)=[C:24]([C:34]7[O:35][CH:45]=[N:37][N:36]=7)[C:23]=6[CH:38]=5)[CH:17]=[CH:18][C:13]=4[O:12][CH2:11][N:6]3[C:7]=2[CH:8]=[CH:9][CH:10]=1, predict the reactants needed to synthesize it. The reactants are: [F:1][C:2]1[C:3]2[CH:4]=[C:5]3[C:14]4[N:15]=[C:16]([C:19]5[C:20]([N:39]([CH3:44])[S:40]([CH3:43])(=[O:42])=[O:41])=[CH:21][C:22]6[O:26][C:25]([C:27]7[CH:32]=[CH:31][C:30]([F:33])=[CH:29][CH:28]=7)=[C:24]([C:34]([NH:36][NH2:37])=[O:35])[C:23]=6[CH:38]=5)[CH:17]=[CH:18][C:13]=4[O:12][CH2:11][N:6]3[C:7]=2[CH:8]=[CH:9][CH:10]=1.[CH3:45]CN(CC)CC.C(=N)OCC. (4) Given the product [NH2:12][C:13]1[C:21]2[C:16](=[CH:17][CH:18]=[CH:19][C:20]=2[F:22])[C:15]([C:23]2[CH:24]=[C:25]([C:5]3[CH:6]=[N:7][CH:8]=[C:3]([CH:4]=3)[C:1]#[N:2])[CH:26]=[CH:27][CH:28]=2)([C:30]2[CH:31]=[C:32]([CH3:39])[C:33](=[O:38])[N:34]([CH2:36][CH3:37])[CH:35]=2)[N:14]=1, predict the reactants needed to synthesize it. The reactants are: [C:1]([C:3]1[CH:4]=[C:5](B(O)O)[CH:6]=[N:7][CH:8]=1)#[N:2].[NH2:12][C:13]1[C:21]2[C:16](=[CH:17][CH:18]=[CH:19][C:20]=2[F:22])[C:15]([C:30]2[CH:31]=[C:32]([CH3:39])[C:33](=[O:38])[N:34]([CH2:36][CH3:37])[CH:35]=2)([C:23]2[CH:28]=[CH:27][CH:26]=[C:25](Br)[CH:24]=2)[N:14]=1. (5) The reactants are: C(OC([N:8]1[CH2:14][C:13]2[CH:15]=[CH:16][CH:17]=[CH:18][C:12]=2[N:11]([CH2:19][C:20]([O:22][CH2:23][CH3:24])=[O:21])[C:10](=[O:25])[CH2:9]1)=O)(C)(C)C.[F:26][C:27]([F:32])([F:31])[C:28]([OH:30])=[O:29]. Given the product [F:26][C:27]([F:32])([F:31])[C:28]([OH:30])=[O:29].[CH2:23]([O:22][C:20](=[O:21])[CH2:19][N:11]1[C:12]2[CH:18]=[CH:17][CH:16]=[CH:15][C:13]=2[CH2:14][NH:8][CH2:9][C:10]1=[O:25])[CH3:24], predict the reactants needed to synthesize it. (6) Given the product [C:46]1([C:41]2[CH:42]=[CH:43][CH:44]=[CH:45][C:40]=2[C:37]2[CH:36]=[CH:35][C:34]([C:26]3[C:25]4[C:20]([C:19]([C:16]5[CH:15]=[CH:14][C:13]([C:8]6[CH:9]=[CH:10][CH:11]=[CH:12][C:7]=6[C:1]6[CH:6]=[CH:5][CH:4]=[CH:3][CH:2]=6)=[CH:18][CH:17]=5)=[C:32]5[C:27]=3[CH:28]=[CH:29][CH:30]=[CH:31]5)=[CH:21][CH:22]=[CH:23][CH:24]=4)=[CH:39][CH:38]=2)[CH:47]=[CH:48][CH:49]=[CH:50][CH:51]=1, predict the reactants needed to synthesize it. The reactants are: [C:1]1([C:7]2[CH:12]=[CH:11][CH:10]=[CH:9][C:8]=2[C:13]2[CH:18]=[CH:17][C:16]([C:19]3(O)[C:32]4[CH:31]=[CH:30][CH:29]=[CH:28][C:27]=4[C:26]([C:34]4[CH:39]=[CH:38][C:37]([C:40]5[CH:45]=[CH:44][CH:43]=[CH:42][C:41]=5[C:46]5[CH:51]=[CH:50][CH:49]=[CH:48][CH:47]=5)=[CH:36][CH:35]=4)(O)[C:25]4[C:20]3=[CH:21][CH:22]=[CH:23][CH:24]=4)=[CH:15][CH:14]=2)[CH:6]=[CH:5][CH:4]=[CH:3][CH:2]=1.I.[PH2](O)=O. (7) Given the product [CH3:1][O:2][C:3]([C:5]1[S:19][C:8]2[C:9]3[CH:10]=[CH:11][C:12]([C:16](=[O:18])[NH:46][CH2:39][C:40]4[CH:45]=[CH:44][CH:43]=[CH:42][CH:41]=4)=[CH:13][C:14]=3[S:15][C:7]=2[C:6]=1[O:20][CH2:21][C:22]([O:24][CH2:25][CH3:26])=[O:23])=[O:4], predict the reactants needed to synthesize it. The reactants are: [CH3:1][O:2][C:3]([C:5]1[S:19][C:8]2[C:9]3[CH:10]=[CH:11][C:12]([C:16]([OH:18])=O)=[CH:13][C:14]=3[S:15][C:7]=2[C:6]=1[O:20][CH2:21][C:22]([O:24][CH2:25][CH3:26])=[O:23])=[O:4].C(N1C=CN=C1)(N1C=CN=C1)=O.[CH2:39]([NH2:46])[C:40]1[CH:45]=[CH:44][CH:43]=[CH:42][CH:41]=1. (8) Given the product [CH:16]1([CH2:19][CH2:20][N:21]2[C:29]3[C:24](=[CH:25][CH:26]=[CH:27][CH:28]=3)[C:23]([OH:30])([C:7]3[C:8]([OH:10])=[CH:9][C:4]4[O:3][CH2:2][O:1][C:5]=4[CH:6]=3)[C:22]2=[O:31])[CH2:18][CH2:17]1, predict the reactants needed to synthesize it. The reactants are: [O:1]1[C:5]2[CH:6]=[CH:7][C:8]([OH:10])=[CH:9][C:4]=2[O:3][CH2:2]1.C([Mg]Cl)(C)C.[CH:16]1([CH2:19][CH2:20][N:21]2[C:29]3[C:24](=[CH:25][CH:26]=[CH:27][CH:28]=3)[C:23](=[O:30])[C:22]2=[O:31])[CH2:18][CH2:17]1. (9) Given the product [OH:17][CH2:16][CH2:15][CH2:14][CH2:13][O:1][C:2]1[C:3]([CH3:11])=[CH:4][C:5]([CH:6]=[O:7])=[CH:8][C:9]=1[CH3:10], predict the reactants needed to synthesize it. The reactants are: [OH:1][C:2]1[C:9]([CH3:10])=[CH:8][C:5]([CH:6]=[O:7])=[CH:4][C:3]=1[CH3:11].Br[CH2:13][CH2:14][CH2:15][CH2:16][OH:17].C([O-])([O-])=O.[Cs+].[Cs+].O. (10) Given the product [CH3:1][O:2][C:3]([C:5]1([C:8]2[CH:13]=[CH:12][CH:11]=[CH:10][C:9]=2[CH2:14][CH2:15][C:16]2[C:21]([C:22]([F:23])([F:25])[F:24])=[CH:20][N:19]=[C:18]([NH:26][C:27]3[CH:32]=[CH:31][C:30]([CH:33]4[CH2:34][N:35]([C:37]([O:39][C:40]([CH3:42])([CH3:43])[CH3:41])=[O:38])[CH2:36]4)=[CH:29][CH:28]=3)[N:17]=2)[CH2:6][CH2:7]1)=[O:4], predict the reactants needed to synthesize it. The reactants are: [CH3:1][O:2][C:3]([C:5]1([C:8]2[CH:13]=[CH:12][CH:11]=[CH:10][C:9]=2[C:14]#[C:15][C:16]2[C:21]([C:22]([F:25])([F:24])[F:23])=[CH:20][N:19]=[C:18]([NH:26][C:27]3[CH:32]=[CH:31][C:30]([CH:33]4[CH2:36][N:35]([C:37]([O:39][C:40]([CH3:43])([CH3:42])[CH3:41])=[O:38])[CH2:34]4)=[CH:29][CH:28]=3)[N:17]=2)[CH2:7][CH2:6]1)=[O:4].CCN(CC)CC.[H][H].